Dataset: Catalyst prediction with 721,799 reactions and 888 catalyst types from USPTO. Task: Predict which catalyst facilitates the given reaction. (1) Reactant: [CH:1]1([NH:6][C:7]2[N:12]3[N:13]=[C:14]([C:23]4[CH:28]=[CH:27][C:26]([F:29])=[CH:25][CH:24]=4)[C:15]([C:16](=O)/[CH:17]=[CH:18]/N(C)C)=[C:11]3[CH:10]=[CH:9][CH:8]=2)[CH2:5][CH2:4][CH2:3][CH2:2]1.[N+]([O-])([O-])=O.[C:34]1([NH:40][C:41]([NH2:43])=[NH2+:42])[CH:39]=[CH:38][CH:37]=[CH:36][CH:35]=1.C(=O)([O-])[O-].[K+].[K+].CCOCC. Product: [NH:40]([C:41]1[N:43]=[C:16]([C:15]2[C:14]([C:23]3[CH:24]=[CH:25][C:26]([F:29])=[CH:27][CH:28]=3)=[N:13][N:12]3[C:7]([NH:6][CH:1]4[CH2:2][CH2:3][CH2:4][CH2:5]4)=[CH:8][CH:9]=[CH:10][C:11]=23)[CH:17]=[CH:18][N:42]=1)[C:34]1[CH:39]=[CH:38][CH:37]=[CH:36][CH:35]=1. The catalyst class is: 35. (2) Reactant: [CH2:1]([O:8][C:9]1[C:17]2[CH:16]([CH2:18][C:19]([O:21][CH2:22][CH3:23])=[O:20])[O:15][B:14]([OH:24])[C:13]=2[CH:12]=[C:11]([OH:25])[CH:10]=1)[C:2]1[CH:7]=[CH:6][CH:5]=[CH:4][CH:3]=1.C([O-])([O-])=O.[Cs+].[Cs+].Cl[C:33]1[CH:38]=[N:37][CH:36]=[CH:35][N:34]=1. Product: [CH2:1]([O:8][C:9]1[C:17]2[CH:16]([CH2:18][C:19]([O:21][CH2:22][CH3:23])=[O:20])[O:15][B:14]([OH:24])[C:13]=2[CH:12]=[C:11]([O:25][C:33]2[CH:38]=[N:37][CH:36]=[CH:35][N:34]=2)[CH:10]=1)[C:2]1[CH:7]=[CH:6][CH:5]=[CH:4][CH:3]=1. The catalyst class is: 3.